From a dataset of Forward reaction prediction with 1.9M reactions from USPTO patents (1976-2016). Predict the product of the given reaction. (1) The product is: [C:1]([O:5][C:6]([NH:8][CH:9]([C:11]1[S:12][C:13]([C:16]([O:18][CH3:19])=[O:17])=[CH:14][N:15]=1)[CH3:10])=[O:7])([CH3:2])([CH3:3])[CH3:4]. Given the reactants [C:1]([O:5][C:6]([NH:8][CH:9]([C:11]1[S:12][C:13]([C:16]([OH:18])=[O:17])=[CH:14][N:15]=1)[CH3:10])=[O:7])([CH3:4])([CH3:3])[CH3:2].[CH3:19][Si](C=[N+]=[N-])(C)C.CCOCC, predict the reaction product. (2) Given the reactants [CH:1]1([S:6][CH:7]([C:16]2[CH:21]=[CH:20][C:19]([Cl:22])=[C:18]([Cl:23])[CH:17]=2)[C:8]([NH:10][C:11]2[S:12][CH:13]=[CH:14][N:15]=2)=[O:9])[CH2:5][CH2:4][CH2:3][CH2:2]1.I([O-])(=O)(=O)=[O:25].[Na+], predict the reaction product. The product is: [CH:1]1([S:6]([CH:7]([C:16]2[CH:21]=[CH:20][C:19]([Cl:22])=[C:18]([Cl:23])[CH:17]=2)[C:8]([NH:10][C:11]2[S:12][CH:13]=[CH:14][N:15]=2)=[O:9])=[O:25])[CH2:5][CH2:4][CH2:3][CH2:2]1. (3) Given the reactants Cl[C:2]1[N:7]=[C:6]([NH2:8])[N:5]=[C:4]([NH:9][C:10]2[CH:15]=[CH:14][C:13]([O:16][C:17]3[CH:22]=[CH:21][N:20]=[C:19]([CH3:23])[CH:18]=3)=[CH:12][CH:11]=2)[CH:3]=1.[NH2:24][C:25]1[CH:30]=[CH:29][C:28](B2OC(C)(C)C(C)(C)O2)=[CH:27][N:26]=1.C([O-])([O-])=O.[Na+].[Na+].[Cl-], predict the reaction product. The product is: [NH3:5].[NH2:24][C:25]1[N:26]=[CH:27][C:28]([C:2]2[N:7]=[C:6]([NH2:8])[N:5]=[C:4]([NH:9][C:10]3[CH:15]=[CH:14][C:13]([O:16][C:17]4[CH:22]=[CH:21][N:20]=[C:19]([CH3:23])[CH:18]=4)=[CH:12][CH:11]=3)[CH:3]=2)=[CH:29][CH:30]=1.